This data is from Catalyst prediction with 721,799 reactions and 888 catalyst types from USPTO. The task is: Predict which catalyst facilitates the given reaction. Reactant: [F:1][C:2]1[CH:9]=[C:8](Br)[CH:7]=[CH:6][C:3]=1[C:4]#[N:5].[C:11]([O-])(=O)[CH3:12].[K+].Br[C:17]1[C:22]([C:23]([OH:25])=[O:24])=[CH:21][N:20]=[CH:19][CH:18]=1.C([O-])([O-])=O.[Na+].[Na+]. Product: [CH2:11]([O:25][C:23](=[O:24])[C:22]1[CH:17]=[C:18]([C:8]2[CH:7]=[CH:6][C:3]([C:4]#[N:5])=[C:2]([F:1])[CH:9]=2)[CH:19]=[N:20][CH:21]=1)[CH3:12]. The catalyst class is: 151.